This data is from Forward reaction prediction with 1.9M reactions from USPTO patents (1976-2016). The task is: Predict the product of the given reaction. (1) The product is: [CH3:7][O:6][CH2:5][CH:4]([N:8]1[C:17]2[C:12](=[CH:13][C:14]([C:18]3[CH:19]=[N:20][C:21]([NH:33][C:34]([NH:36][CH2:37][CH3:38])=[O:35])=[CH:22][C:23]=3[C:24]3[S:25][CH:26]=[C:27]([C:29]([F:30])([F:31])[F:32])[N:28]=3)=[CH:15][CH:16]=2)[C:11](=[O:39])[C:10]([C:40]([OH:42])=[O:41])=[CH:9]1)[CH2:3][O:2][CH3:1]. Given the reactants [CH3:1][O:2][CH2:3][CH:4]([N:8]1[C:17]2[C:12](=[CH:13][C:14]([C:18]3[CH:19]=[N:20][C:21]([NH:33][C:34]([NH:36][CH2:37][CH3:38])=[O:35])=[CH:22][C:23]=3[C:24]3[S:25][CH:26]=[C:27]([C:29]([F:32])([F:31])[F:30])[N:28]=3)=[CH:15][CH:16]=2)[C:11](=[O:39])[C:10]([C:40]([O:42]CC)=[O:41])=[CH:9]1)[CH2:5][O:6][CH3:7].[OH-].[Li+], predict the reaction product. (2) Given the reactants C(OC([N:8]1[CH2:13][CH2:12][CH:11]([N:14]2[CH2:22][C:21]3[C:16](=[CH:17][C:18]([N+:27]([O-])=O)=[C:19]([O:23][CH:24]([CH3:26])[CH3:25])[CH:20]=3)[C:15]2=[O:30])[CH2:10][CH2:9]1)=O)(C)(C)C.[H][H].Cl[C:34]1[N:39]=[C:38]([NH:40][C:41]2[CH:46]=[CH:45][CH:44]=[CH:43][C:42]=2[S:47]([CH:50]([CH3:52])[CH3:51])(=[O:49])=[O:48])[C:37]([Cl:53])=[CH:36][N:35]=1.C(=O)([O-])[O-].[Cs+].[Cs+].CC1(C)C2C(=C(P(C3C=CC=CC=3)C3C=CC=CC=3)C=CC=2)OC2C(P(C3C=CC=CC=3)C3C=CC=CC=3)=CC=CC1=2.C(Cl)Cl.C(O)(C(F)(F)F)=O, predict the reaction product. The product is: [Cl:53][C:37]1[C:38]([NH:40][C:41]2[CH:46]=[CH:45][CH:44]=[CH:43][C:42]=2[S:47]([CH:50]([CH3:52])[CH3:51])(=[O:49])=[O:48])=[N:39][C:34]([NH:27][C:18]2[CH:17]=[C:16]3[C:21]([CH2:22][N:14]([CH:11]4[CH2:10][CH2:9][NH:8][CH2:13][CH2:12]4)[C:15]3=[O:30])=[CH:20][C:19]=2[O:23][CH:24]([CH3:25])[CH3:26])=[N:35][CH:36]=1.